This data is from Catalyst prediction with 721,799 reactions and 888 catalyst types from USPTO. The task is: Predict which catalyst facilitates the given reaction. (1) Reactant: Br[CH2:2][C:3]([NH:5][C:6]1[CH:11]=[CH:10][C:9]([S:12]([N:15]([C:17]2[CH:36]=[CH:35][C:20]3[N:21]([CH2:28][CH:29]4[CH2:34][CH2:33][CH2:32][CH2:31][CH2:30]4)[C:22]([C:24]([CH3:27])([CH3:26])[CH3:25])=[N:23][C:19]=3[CH:18]=2)[CH3:16])(=[O:14])=[O:13])=[CH:8][CH:7]=1)=[O:4].[C:37]([O-:40])(=[O:39])[CH3:38].[Na+]. Product: [C:37]([O:40][CH2:2][C:3]([NH:5][C:6]1[CH:11]=[CH:10][C:9]([S:12]([N:15]([C:17]2[CH:36]=[CH:35][C:20]3[N:21]([CH2:28][CH:29]4[CH2:34][CH2:33][CH2:32][CH2:31][CH2:30]4)[C:22]([C:24]([CH3:27])([CH3:26])[CH3:25])=[N:23][C:19]=3[CH:18]=2)[CH3:16])(=[O:14])=[O:13])=[CH:8][CH:7]=1)=[O:4])(=[O:39])[CH3:38]. The catalyst class is: 3. (2) Reactant: C1(C)C=CC(S(O[CH:11]([CH2:13]/[CH:14]=[CH:15]/[C:16]2[CH:17]=[N:18][CH:19]=[CH:20][CH:21]=2)[CH3:12])(=O)=O)=CC=1.[CH3:23][NH2:24]. Product: [CH3:23][NH:24][CH:11]([CH2:13]/[CH:14]=[CH:15]/[C:16]1[CH:17]=[N:18][CH:19]=[CH:20][CH:21]=1)[CH3:12]. The catalyst class is: 8. (3) Reactant: [Br:1][C:2]1[C:3](=[O:22])[N:4]([CH2:11][CH2:12][CH2:13][CH2:14][CH2:15][CH2:16][C:17]([O:19]CC)=[O:18])[C:5]([CH2:9]Br)=[C:6]([Br:8])[CH:7]=1.[O:23]1CCOCC1. Product: [Br:1][C:2]1[C:3](=[O:22])[N:4]([CH2:11][CH2:12][CH2:13][CH2:14][CH2:15][CH2:16][C:17]([OH:19])=[O:18])[C:5]([CH2:9][OH:23])=[C:6]([Br:8])[CH:7]=1. The catalyst class is: 6. (4) Reactant: Cl[CH2:2][C:3]1[N:4]=[C:5]([CH:8]=[CH:9][C:10]2[CH:15]=[CH:14][C:13]([S:16]([C:18]([F:21])([F:20])[F:19])=[O:17])=[CH:12][CH:11]=2)[O:6][CH:7]=1.[Br:22][C:23]1[CH:28]=[CH:27][C:26]([S:29]([O-:31])=[O:30])=[CH:25][CH:24]=1.[Na+]. Product: [Br:22][C:23]1[CH:28]=[CH:27][C:26]([S:29]([CH2:2][C:3]2[N:4]=[C:5]([CH:8]=[CH:9][C:10]3[CH:15]=[CH:14][C:13]([S:16]([C:18]([F:21])([F:20])[F:19])=[O:17])=[CH:12][CH:11]=3)[O:6][CH:7]=2)(=[O:31])=[O:30])=[CH:25][CH:24]=1. The catalyst class is: 9. (5) Reactant: C([O:8][CH:9]1[CH2:14][O:13][CH:12]([C:15]([CH3:21])([CH3:20])[C:16]([O:18][CH3:19])=[O:17])[CH2:11][CH2:10]1)C1C=CC=CC=1. Product: [OH:8][CH:9]1[CH2:14][O:13][CH:12]([C:15]([CH3:21])([CH3:20])[C:16]([O:18][CH3:19])=[O:17])[CH2:11][CH2:10]1. The catalyst class is: 19. (6) Reactant: [NH2:1][C:2]1[NH:3][C:4](=[O:28])[C:5]2[N:6]=[CH:7][N:8]([CH2:11][O:12][C@H:13]([CH2:19][O:20][CH2:21][C:22]3[CH:27]=[CH:26][CH:25]=[CH:24][CH:23]=3)[CH2:14][O:15]C(=O)C)[C:9]=2[N:10]=1. Product: [NH2:1][C:2]1[NH:3][C:4](=[O:28])[C:5]2[N:6]=[CH:7][N:8]([CH2:11][O:12][C@@H:13]([CH2:14][OH:15])[CH2:19][O:20][CH2:21][C:22]3[CH:27]=[CH:26][CH:25]=[CH:24][CH:23]=3)[C:9]=2[N:10]=1. The catalyst class is: 547. (7) Reactant: [S:1]([C:5]1[CH:6]=[C:7]([NH:11][C:12]2[N:21]=[CH:20][C:19]3[C:14](=[C:15]4[CH:24]=[C:23]([C:25]([OH:27])=O)[S:22][C:16]4=[CH:17][CH:18]=3)[N:13]=2)[CH:8]=[CH:9][CH:10]=1)(=[O:4])(=[O:3])[NH2:2].ON1C2N=CC=CC=2N=N1.C(N(CC)C(C)C)(C)C.[C:47]([NH:54][CH2:55][CH2:56][NH2:57])([O:49][C:50]([CH3:53])([CH3:52])[CH3:51])=[O:48].C(Cl)CCl. Product: [C:50]([O:49][C:47](=[O:48])[NH:54][CH2:55][CH2:56][NH:57][C:25]([C:23]1[S:22][C:16]2=[CH:17][CH:18]=[C:19]3[C:14]([N:13]=[C:12]([NH:11][C:7]4[CH:8]=[CH:9][CH:10]=[C:5]([S:1](=[O:3])(=[O:4])[NH2:2])[CH:6]=4)[N:21]=[CH:20]3)=[C:15]2[CH:24]=1)=[O:27])([CH3:53])([CH3:51])[CH3:52]. The catalyst class is: 3.